The task is: Predict the reaction yield, written as a fraction of the theoretical maximum amount of product (1.0 means a 100% yield; for example, 0.34 means a 34% yield).. This data is from Reaction yield outcomes from USPTO patents with 853,638 reactions. (1) The reactants are [Br:1][C:2]1[C:3]([CH3:9])=[C:4]([CH:6]=[CH:7][CH:8]=1)[NH2:5].Cl.[N:11]1[CH:16]=[CH:15][CH:14]=[CH:13][C:12]=1[CH2:17][C:18](O)=[O:19].C1C=CC2N(O)N=NC=2C=1.CCN(C(C)C)C(C)C. The catalyst is ClCCCl.C(Cl)Cl. The product is [Br:1][C:2]1[C:3]([CH3:9])=[C:4]([NH:5][C:18](=[O:19])[CH2:17][C:12]2[CH:13]=[CH:14][CH:15]=[CH:16][N:11]=2)[CH:6]=[CH:7][CH:8]=1. The yield is 0.820. (2) The reactants are [OH-].[Na+].[Cl:3][C:4]1[CH:5]=[C:6]([C:11](=[O:13])[CH3:12])[CH:7]=[CH:8][C:9]=1[Cl:10].[OH:14][C:15]1[CH:16]=[C:17]([CH:20]=[CH:21][C:22]=1[N+:23]([O-:25])=[O:24])[CH:18]=[O:19].Cl. The catalyst is O.CCO. The product is [Cl:3][C:4]1[CH:5]=[C:6]([C:11](=[O:13])[CH2:12][CH:18]([OH:19])[C:17]2[CH:20]=[CH:21][C:22]([N+:23]([O-:25])=[O:24])=[C:15]([OH:14])[CH:16]=2)[CH:7]=[CH:8][C:9]=1[Cl:10]. The yield is 0.610.